Dataset: NCI-60 drug combinations with 297,098 pairs across 59 cell lines. Task: Regression. Given two drug SMILES strings and cell line genomic features, predict the synergy score measuring deviation from expected non-interaction effect. (1) Drug 1: CN(C)C(=N)N=C(N)N. Drug 2: B(C(CC(C)C)NC(=O)C(CC1=CC=CC=C1)NC(=O)C2=NC=CN=C2)(O)O. Cell line: HCT116. Synergy scores: CSS=29.2, Synergy_ZIP=-0.492, Synergy_Bliss=-1.37, Synergy_Loewe=-51.4, Synergy_HSA=-1.03. (2) Drug 1: C1=CC(=CC=C1CCCC(=O)O)N(CCCl)CCCl. Drug 2: CC=C1C(=O)NC(C(=O)OC2CC(=O)NC(C(=O)NC(CSSCCC=C2)C(=O)N1)C(C)C)C(C)C. Cell line: SK-MEL-28. Synergy scores: CSS=50.2, Synergy_ZIP=0.772, Synergy_Bliss=-0.916, Synergy_Loewe=-16.3, Synergy_HSA=1.65. (3) Drug 1: C1=NC2=C(N1)C(=S)N=C(N2)N. Drug 2: CC12CCC3C(C1CCC2OP(=O)(O)O)CCC4=C3C=CC(=C4)OC(=O)N(CCCl)CCCl.[Na+]. Cell line: 786-0. Synergy scores: CSS=40.4, Synergy_ZIP=-6.19, Synergy_Bliss=-5.88, Synergy_Loewe=-46.5, Synergy_HSA=-5.15. (4) Drug 1: CS(=O)(=O)C1=CC(=C(C=C1)C(=O)NC2=CC(=C(C=C2)Cl)C3=CC=CC=N3)Cl. Drug 2: CCC1(CC2CC(C3=C(CCN(C2)C1)C4=CC=CC=C4N3)(C5=C(C=C6C(=C5)C78CCN9C7C(C=CC9)(C(C(C8N6C)(C(=O)OC)O)OC(=O)C)CC)OC)C(=O)OC)O.OS(=O)(=O)O. Cell line: HS 578T. Synergy scores: CSS=56.5, Synergy_ZIP=22.6, Synergy_Bliss=25.3, Synergy_Loewe=-23.4, Synergy_HSA=20.3. (5) Drug 1: CC(CN1CC(=O)NC(=O)C1)N2CC(=O)NC(=O)C2. Drug 2: C1=CC(=CC=C1CCCC(=O)O)N(CCCl)CCCl. Cell line: NCI-H322M. Synergy scores: CSS=-0.730, Synergy_ZIP=0.498, Synergy_Bliss=0.346, Synergy_Loewe=-3.98, Synergy_HSA=-2.01. (6) Drug 1: CC1C(C(CC(O1)OC2CC(OC(C2O)C)OC3=CC4=CC5=C(C(=O)C(C(C5)C(C(=O)C(C(C)O)O)OC)OC6CC(C(C(O6)C)O)OC7CC(C(C(O7)C)O)OC8CC(C(C(O8)C)O)(C)O)C(=C4C(=C3C)O)O)O)O. Drug 2: CCC1(CC2CC(C3=C(CCN(C2)C1)C4=CC=CC=C4N3)(C5=C(C=C6C(=C5)C78CCN9C7C(C=CC9)(C(C(C8N6C)(C(=O)OC)O)OC(=O)C)CC)OC)C(=O)OC)O.OS(=O)(=O)O. Cell line: OVCAR-5. Synergy scores: CSS=53.3, Synergy_ZIP=2.67, Synergy_Bliss=3.77, Synergy_Loewe=-1.85, Synergy_HSA=-2.08. (7) Drug 2: CC(C)(C#N)C1=CC(=CC(=C1)CN2C=NC=N2)C(C)(C)C#N. Drug 1: CC1=C(C=C(C=C1)C(=O)NC2=CC(=CC(=C2)C(F)(F)F)N3C=C(N=C3)C)NC4=NC=CC(=N4)C5=CN=CC=C5. Cell line: HCT116. Synergy scores: CSS=0.624, Synergy_ZIP=1.11, Synergy_Bliss=-2.48, Synergy_Loewe=-4.10, Synergy_HSA=-5.58. (8) Drug 1: C1=CC(=CC=C1CC(C(=O)O)N)N(CCCl)CCCl.Cl. Drug 2: CCC1(C2=C(COC1=O)C(=O)N3CC4=CC5=C(C=CC(=C5CN(C)C)O)N=C4C3=C2)O.Cl. Cell line: SNB-75. Synergy scores: CSS=15.8, Synergy_ZIP=-1.24, Synergy_Bliss=4.29, Synergy_Loewe=-9.66, Synergy_HSA=2.05. (9) Drug 1: CC1OCC2C(O1)C(C(C(O2)OC3C4COC(=O)C4C(C5=CC6=C(C=C35)OCO6)C7=CC(=C(C(=C7)OC)O)OC)O)O. Drug 2: C1CC(=O)NC(=O)C1N2C(=O)C3=CC=CC=C3C2=O. Cell line: LOX IMVI. Synergy scores: CSS=30.0, Synergy_ZIP=0.972, Synergy_Bliss=1.08, Synergy_Loewe=-14.7, Synergy_HSA=0.499.